Predict which catalyst facilitates the given reaction. From a dataset of Catalyst prediction with 721,799 reactions and 888 catalyst types from USPTO. (1) Reactant: [CH3:1][Si:2]([CH3:9])([CH3:8])N1C=CN=C1.[Br:10][C:11]1[CH:12]=[C:13]([C:17]([OH:22])([CH2:20][CH3:21])[CH2:18][CH3:19])[CH:14]=[CH:15][CH:16]=1. Product: [Br:10][C:11]1[CH:12]=[C:13]([C:17]([CH2:18][CH3:19])([O:22][Si:2]([CH3:1])([CH3:8])[CH3:9])[CH2:20][CH3:21])[CH:14]=[CH:15][CH:16]=1. The catalyst class is: 7. (2) Reactant: Cl[C:2]1[CH:7]=[CH:6][N:5]=[C:4]2[S:8][C:9]([S:18]([C:21]3[CH:26]=[CH:25][C:24]([Cl:27])=[CH:23][CH:22]=3)(=[O:20])=[O:19])=[C:10]([C:11]3[CH:16]=[CH:15][C:14]([Cl:17])=[CH:13][CH:12]=3)[C:3]=12.[F-:28].[K+]. Product: [F:28][C:2]1[CH:7]=[CH:6][N:5]=[C:4]2[S:8][C:9]([S:18]([C:21]3[CH:26]=[CH:25][C:24]([Cl:27])=[CH:23][CH:22]=3)(=[O:20])=[O:19])=[C:10]([C:11]3[CH:16]=[CH:15][C:14]([Cl:17])=[CH:13][CH:12]=3)[C:3]=12. The catalyst class is: 3.